From a dataset of Full USPTO retrosynthesis dataset with 1.9M reactions from patents (1976-2016). Predict the reactants needed to synthesize the given product. Given the product [CH3:22][C:21]1[C:16]([N:13]2[CH2:14][CH2:15][N:10]([C:8]([C:5]3[CH:6]=[CH:7][C:2]([N:26]4[CH2:27][CH2:28][CH2:29][CH2:30][S:25]4(=[O:32])=[O:31])=[CH:3][C:4]=3[F:24])=[O:9])[CH2:11][CH2:12]2)=[N:17][CH:18]=[C:19]([CH3:23])[CH:20]=1, predict the reactants needed to synthesize it. The reactants are: Br[C:2]1[CH:7]=[CH:6][C:5]([C:8]([N:10]2[CH2:15][CH2:14][N:13]([C:16]3[C:21]([CH3:22])=[CH:20][C:19]([CH3:23])=[CH:18][N:17]=3)[CH2:12][CH2:11]2)=[O:9])=[C:4]([F:24])[CH:3]=1.[S:25]1(=[O:32])(=[O:31])[CH2:30][CH2:29][CH2:28][CH2:27][NH:26]1.